This data is from Full USPTO retrosynthesis dataset with 1.9M reactions from patents (1976-2016). The task is: Predict the reactants needed to synthesize the given product. (1) Given the product [ClH:32].[F:24][C:21]1[CH:20]=[CH:19][C:18]([CH2:17][NH:7][C:8]2[C:13]3[NH:14][C:28]([CH3:29])=[C:27]([CH3:26])[C:12]=3[CH:11]=[N:10][CH:9]=2)=[CH:23][CH:22]=1, predict the reactants needed to synthesize it. The reactants are: C(OC(=O)[N:7]([CH2:17][C:18]1[CH:23]=[CH:22][C:21]([F:24])=[CH:20][CH:19]=1)[C:8]1[CH:9]=[N:10][CH:11]=[CH:12][C:13]=1[N+:14]([O-])=O)(C)(C)C.[CH3:26][C:27]([Mg]Br)=[CH:28][CH3:29].[Cl-:32].[NH4+]. (2) Given the product [Cl:1][C:2]1[CH:3]=[C:4]2[N:11]=[C:10]([O:12][C@H:13]3[C@H:17]4[O:18][CH2:19][C@@H:20]([OH:21])[C@H:16]4[O:15][CH2:14]3)[N:9]([CH2:22][O:23][CH2:24][CH2:25][Si:26]([CH3:29])([CH3:28])[CH3:27])[C:5]2=[N:6][C:7]=1[C:44]1[CH:43]=[CH:42][C:41]([C:38]2[CH:37]=[CH:36][C:35]([S:32]([CH3:34])(=[N:31][CH3:30])=[O:33])=[CH:40][N:39]=2)=[CH:46][CH:45]=1, predict the reactants needed to synthesize it. The reactants are: [Cl:1][C:2]1[CH:3]=[C:4]2[N:11]=[C:10]([O:12][CH:13]3[CH:17]4[O:18][CH2:19][CH:20]([OH:21])[CH:16]4[O:15][CH2:14]3)[N:9]([CH2:22][O:23][CH2:24][CH2:25][Si:26]([CH3:29])([CH3:28])[CH3:27])[C:5]2=[N:6][C:7]=1I.[CH3:30][N:31]=[S:32]([C:35]1[CH:36]=[CH:37][C:38]([C:41]2[CH:46]=[CH:45][C:44](B3OC(C)(C)C(C)(C)O3)=[CH:43][CH:42]=2)=[N:39][CH:40]=1)([CH3:34])=[O:33].BrC1C=CC(C2C=CC(S(C)(=NC)=O)=CN=2)=CC=1. (3) Given the product [Cl:1][C:2]1[CH:3]=[CH:4][C:5]([O:31][CH3:32])=[C:6]([NH:8][C:9](=[O:30])[CH2:10][N:11]2[C:19]3[CH2:18][CH2:17][N:16]([CH2:20][C:21]([N:34]([CH3:35])[CH3:33])=[O:22])[CH2:15][C:14]=3[C:13]([C:26]([F:28])([F:29])[F:27])=[N:12]2)[CH:7]=1, predict the reactants needed to synthesize it. The reactants are: [Cl:1][C:2]1[CH:3]=[CH:4][C:5]([O:31][CH3:32])=[C:6]([NH:8][C:9](=[O:30])[CH2:10][N:11]2[C:19]3[CH2:18][CH2:17][N:16]([CH2:20][C:21](OCC)=[O:22])[CH2:15][C:14]=3[C:13]([C:26]([F:29])([F:28])[F:27])=[N:12]2)[CH:7]=1.[CH3:33][NH:34][CH3:35].C(O)C. (4) Given the product [P:29]([O:24][C:21]1[CH:22]=[CH:23][C:18]([NH:17][C:14]2[S:15][CH:16]=[C:12]([C:9]3[CH:8]=[CH:7][N:6]=[CH:11][CH:10]=3)[N:13]=2)=[CH:19][CH:20]=1)([O:30][C:31]([CH3:32])([CH3:33])[CH3:34])([O:35][C:36]([CH3:37])([CH3:38])[CH3:39])=[O:51], predict the reactants needed to synthesize it. The reactants are: N1C=NN=N1.[N:6]1[CH:11]=[CH:10][C:9]([C:12]2[N:13]=[C:14]([NH:17][C:18]3[CH:23]=[CH:22][C:21]([OH:24])=[CH:20][CH:19]=3)[S:15][CH:16]=2)=[CH:8][CH:7]=1.C(N(C(C)C)[P:29]([O:35][C:36]([CH3:39])([CH3:38])[CH3:37])[O:30][C:31]([CH3:34])([CH3:33])[CH3:32])(C)C.C1C=C(Cl)C=C(C(OO)=[O:51])C=1.OS([O-])=O.[Na+]. (5) Given the product [CH3:48][O:47][C:29]1[C:28]([Cl:27])=[C:37]2[C:32]([C:33]([O:1][CH2:2][CH2:3][C@@H:4]3[NH:18][C:17](=[O:19])[N:16]([CH3:20])[CH2:15][CH2:14][CH2:13][CH2:12][CH:11]=[CH:10][C@H:9]4[C@@:7]([C:21]([O:23][CH2:24][CH3:25])=[O:22])([CH2:8]4)[NH:6][C:5]3=[O:26])=[CH:34][C:35]([N:38]3[CH:42]=[CH:41][C:40]([CH:43]([CH3:45])[CH3:44])=[N:39]3)=[N:36]2)=[CH:31][CH:30]=1, predict the reactants needed to synthesize it. The reactants are: [OH:1][CH2:2][CH2:3][C@@H:4]1[NH:18][C:17](=[O:19])[N:16]([CH3:20])[CH2:15][CH2:14][CH2:13][CH2:12][CH:11]=[CH:10][C@H:9]2[C@@:7]([C:21]([O:23][CH2:24][CH3:25])=[O:22])([CH2:8]2)[NH:6][C:5]1=[O:26].[Cl:27][C:28]1[C:29]([O:47][CH3:48])=[CH:30][CH:31]=[C:32]2[C:37]=1[N:36]=[C:35]([N:38]1[CH:42]=[CH:41][C:40]([CH:43]([CH3:45])[CH3:44])=[N:39]1)[CH:34]=[C:33]2O.C(C1N=C(C2C=C(OCC[C@@H]3NC(=O)N(C)CCCCC=C[C@H]4[C@@](C(OCC)=O)(C4)NC3=O)C3C(=C(C)C(OC)=CC=3)N=2)SC=1)(C)C. (6) Given the product [Cl:23][C:20]1[CH:21]=[CH:22][C:17]([N:6]2[CH:7]=[C:8]([CH2:9][OH:11])[C:4]([CH:1]([CH3:2])[CH3:3])=[N:5]2)=[N:18][CH:19]=1, predict the reactants needed to synthesize it. The reactants are: [CH:1]([C:4]1[C:8]([C:9]([O:11]CC)=O)=[CH:7][NH:6][N:5]=1)([CH3:3])[CH3:2].[H-].[Na+].Cl[C:17]1[CH:22]=[CH:21][C:20]([Cl:23])=[CH:19][N:18]=1.[Cl-].[NH4+]. (7) Given the product [F:22][C:19]([F:20])([F:21])[C:18]1[C:9]([O:8][C@H:5]2[CH2:4][CH2:3][C@@H:2]([CH3:1])[CH2:7][CH2:6]2)=[CH:10][CH:11]=[C:12]2[C:17]=1[CH:16]=[C:15]([CH:23]([N:41]1[CH:38]3[CH2:39][CH2:40][CH:30]1[C:31]1[CH:32]=[N:33][CH:34]=[N:35][C:36]=1[CH2:37]3)[CH3:42])[CH:14]=[CH:13]2, predict the reactants needed to synthesize it. The reactants are: [CH3:1][CH:2]1[CH2:7][CH2:6][CH:5]([O:8][C:9]2[C:18]([C:19]([F:22])([F:21])[F:20])=[C:17]3[C:12]([CH:13]=[CH:14][C:15]([CH2:23]OS(C)(=O)=O)=[CH:16]3)=[CH:11][CH:10]=2)[CH2:4][CH2:3]1.Cl.[CH:30]12[NH:41][CH:38]([CH2:39][CH2:40]1)[CH2:37][C:36]1[N:35]=[CH:34][N:33]=[CH:32][C:31]2=1.[CH3:42]N(C)C=O.C(=O)([O-])[O-].[Cs+].[Cs+].